From a dataset of Forward reaction prediction with 1.9M reactions from USPTO patents (1976-2016). Predict the product of the given reaction. (1) Given the reactants Br[C:2]1[N:7]=[C:6]([C:8]2[C:16]3[C:11](=[N:12][CH:13]=[CH:14][CH:15]=3)[NH:10][N:9]=2)[CH:5]=[CH:4][CH:3]=1.C(=O)([O-])[O-].[K+].[K+].[CH3:23][C:24]([NH2:28])([CH3:27])[CH2:25][NH2:26], predict the reaction product. The product is: [NH:10]1[C:11]2=[N:12][CH:13]=[CH:14][CH:15]=[C:16]2[C:8]([C:6]2[N:7]=[C:2]([NH:26][CH2:25][C:24]([CH3:27])([NH2:28])[CH3:23])[CH:3]=[CH:4][CH:5]=2)=[N:9]1. (2) Given the reactants [CH3:1][O:2][C:3]1[C:8]([O:9][CH2:10][O:11][CH3:12])=[CH:7][CH:6]=[C:5]([O:13][CH3:14])[C:4]=1B(O)O.[CH3:18][O:19][C:20](=[O:48])[C@H:21]([CH2:33][C:34]1[CH:39]=[CH:38][C:37](OS(C(F)(F)F)(=O)=O)=[CH:36][CH:35]=1)[NH:22][C:23](=[O:32])[C:24]1[C:29]([Cl:30])=[CH:28][CH:27]=[CH:26][C:25]=1[Cl:31], predict the reaction product. The product is: [CH3:18][O:19][C:20](=[O:48])[C@H:21]([CH2:33][C:34]1[CH:35]=[CH:36][C:37]([C:4]2[C:5]([O:13][CH3:14])=[CH:6][CH:7]=[C:8]([O:9][CH2:10][O:11][CH3:12])[C:3]=2[O:2][CH3:1])=[CH:38][CH:39]=1)[NH:22][C:23](=[O:32])[C:24]1[C:25]([Cl:31])=[CH:26][CH:27]=[CH:28][C:29]=1[Cl:30]. (3) Given the reactants BrC1C=CC(O)=C(C(=O)C)C=1.Br[C:13]1[CH:14]=[N:15][CH:16]=[C:17]([CH:23]=1)[C:18]([O:20][CH2:21][CH3:22])=[O:19].[CH:24]([NH:27][C:28]([C:30]1[C:39](=[O:40])[C:38]2[C:33](=[N:34][CH:35]=[CH:36][CH:37]=2)[N:32]([C:41]2[CH:46]=[CH:45][CH:44]=[C:43](Br)[CH:42]=2)[CH:31]=1)=[O:29])([CH3:26])[CH3:25], predict the reaction product. The product is: [CH:24]([NH:27][C:28]([C:30]1[C:39](=[O:40])[C:38]2[C:33](=[N:34][CH:35]=[CH:36][CH:37]=2)[N:32]([C:41]2[CH:42]=[CH:43][CH:44]=[C:45]([C:13]3[CH:14]=[N:15][CH:16]=[C:17]([C:18]([O:20][CH2:21][CH3:22])=[O:19])[CH:23]=3)[CH:46]=2)[CH:31]=1)=[O:29])([CH3:26])[CH3:25]. (4) Given the reactants [CH2:1]([O:8][C:9]1[CH:15]=[CH:14][C:12]([NH2:13])=[C:11]([N+:16]([O-:18])=[O:17])[CH:10]=1)[C:2]1[CH:7]=[CH:6][CH:5]=[CH:4][CH:3]=1.C(=O)([O-])[O-].[K+].[K+], predict the reaction product. The product is: [CH2:1]([O:8][C:9]1[CH:15]=[CH:14][C:12]([NH:13][C:2]2[CH:7]=[CH:6][CH:5]=[CH:4][CH:3]=2)=[C:11]([N+:16]([O-:18])=[O:17])[CH:10]=1)[C:2]1[CH:3]=[CH:4][CH:5]=[CH:6][CH:7]=1. (5) Given the reactants [Cl:1][C:2]1[CH:7]=[CH:6][CH:5]=[C:4]([CH:8]=[CH2:9])[C:3]=1[OH:10].[C:11]([O-])([O-])=O.[K+].[K+].CCO[CH2:20][CH3:21], predict the reaction product. The product is: [Cl:1][C:2]1[CH:7]=[CH:6][CH:5]=[C:4]([CH:8]=[CH2:9])[C:3]=1[O:10][CH:20]([CH3:21])[CH3:11]. (6) The product is: [Br:4][C:5]1[CH:10]=[CH:9][C:8]([CH2:11][C:1]#[N:2])=[CH:7][C:6]=1[Cl:13]. Given the reactants [C-:1]#[N:2].[Na+].[Br:4][C:5]1[CH:10]=[CH:9][C:8]([CH2:11]Br)=[CH:7][C:6]=1[Cl:13], predict the reaction product. (7) Given the reactants [H-].[Al+3].[Li+].[H-].[H-].[H-].[N:7]1([C:11](=O)[CH2:12][N:13]2[CH2:18][CH2:17][N:16]([C:19](=O)[C:20]3[CH:25]=[CH:24][CH:23]=[CH:22][CH:21]=3)[CH2:15][CH2:14]2)[CH2:10][CH2:9][CH2:8]1.O.[OH-].[Na+], predict the reaction product. The product is: [N:7]1([CH2:11][CH2:12][N:13]2[CH2:14][CH2:15][N:16]([CH2:19][C:20]3[CH:25]=[CH:24][CH:23]=[CH:22][CH:21]=3)[CH2:17][CH2:18]2)[CH2:8][CH2:9][CH2:10]1. (8) Given the reactants [Br:1][C:2]1[CH:3]=[C:4]2[C:9](=[C:10]([Cl:12])[CH:11]=1)[NH:8][C:7](=S)[CH2:6][CH2:5]2.[C:14]([NH:17][NH2:18])(=O)[CH3:15], predict the reaction product. The product is: [Br:1][C:2]1[CH:3]=[C:4]2[C:9](=[C:10]([Cl:12])[CH:11]=1)[N:8]1[C:14]([CH3:15])=[N:17][N:18]=[C:7]1[CH2:6][CH2:5]2. (9) Given the reactants [S:1]1[CH:5]=[CH:4][CH:3]=[C:2]1[S:6]([NH:9][C:10]1[CH:11]=[CH:12][CH:13]=[C:14]2[C:18]=1[NH:17][C:16]([C:19]1[S:20][C:21]([CH2:24][N:25]3[CH2:30][CH2:29][N:28]([CH2:31][C:32]([O:34]CC)=[O:33])[CH2:27][CH2:26]3)=[CH:22][N:23]=1)=[CH:15]2)(=[O:8])=[O:7].[OH-].[Na+].C(O)(=O)CC(CC(O)=O)(C(O)=O)O.[Cl-].[Na+], predict the reaction product. The product is: [S:1]1[CH:5]=[CH:4][CH:3]=[C:2]1[S:6]([NH:9][C:10]1[CH:11]=[CH:12][CH:13]=[C:14]2[C:18]=1[NH:17][C:16]([C:19]1[S:20][C:21]([CH2:24][N:25]3[CH2:30][CH2:29][N:28]([CH2:31][C:32]([OH:34])=[O:33])[CH2:27][CH2:26]3)=[CH:22][N:23]=1)=[CH:15]2)(=[O:7])=[O:8].